From a dataset of Blood-brain barrier permeability classification from the B3DB database. Regression/Classification. Given a drug SMILES string, predict its absorption, distribution, metabolism, or excretion properties. Task type varies by dataset: regression for continuous measurements (e.g., permeability, clearance, half-life) or binary classification for categorical outcomes (e.g., BBB penetration, CYP inhibition). Dataset: b3db_classification. The molecule is CN1C(=O)CN2CCc3ccccc3C2c2cc(Cl)ccc21. The result is 1 (penetrates BBB).